This data is from Reaction yield outcomes from USPTO patents with 853,638 reactions. The task is: Predict the reaction yield, written as a fraction of the theoretical maximum amount of product (1.0 means a 100% yield; for example, 0.34 means a 34% yield). (1) The reactants are [NH2:1][C:2]1[N:6]([C@@H:7]2[CH2:12][CH2:11][CH2:10][NH:9][CH2:8]2)[N:5]=[C:4]([C:13]2[CH:18]=[CH:17][C:16]([O:19][C:20]3[CH:25]=[CH:24][C:23]([F:26])=[CH:22][C:21]=3[F:27])=[CH:15][CH:14]=2)[C:3]=1[C:28]([NH2:30])=[O:29].F[P-](F)(F)(F)(F)F.CN([PH+](N(C)C)N(C)C)C.C(N(CC)C(C)C)(C)C.[C:57](/[CH:59]=[CH:60]/[C:61](O)=[O:62])#[N:58]. The catalyst is CN(C)C=O.O. The product is [NH2:1][C:2]1[N:6]([C@@H:7]2[CH2:12][CH2:11][CH2:10][N:9]([C:61](=[O:62])/[CH:60]=[CH:59]/[C:57]#[N:58])[CH2:8]2)[N:5]=[C:4]([C:13]2[CH:18]=[CH:17][C:16]([O:19][C:20]3[CH:25]=[CH:24][C:23]([F:26])=[CH:22][C:21]=3[F:27])=[CH:15][CH:14]=2)[C:3]=1[C:28]([NH2:30])=[O:29]. The yield is 0.350. (2) The catalyst is C(Cl)Cl.C(OCC)C. The product is [F:30][C:31]([F:40])([F:41])[C:32]1[CH:39]=[CH:38][C:35]([CH2:36][N:2]2[CH2:3][CH2:4][C:5]3[NH:6][C:7]4[CH:8]=[CH:9][C:10]([C:14]([NH:16][CH:17]5[CH2:18][CH2:19][N:20]([C:23]([O:25][C:26]([CH3:29])([CH3:28])[CH3:27])=[O:24])[CH2:21][CH2:22]5)=[O:15])=[CH:11][C:12]=4[C:13]=3[CH2:1]2)=[CH:34][CH:33]=1. The reactants are [CH2:1]1[C:13]2[C:12]3[CH:11]=[C:10]([C:14]([NH:16][CH:17]4[CH2:22][CH2:21][N:20]([C:23]([O:25][C:26]([CH3:29])([CH3:28])[CH3:27])=[O:24])[CH2:19][CH2:18]4)=[O:15])[CH:9]=[CH:8][C:7]=3[NH:6][C:5]=2[CH2:4][CH2:3][NH:2]1.[F:30][C:31]([F:41])([F:40])[C:32]1[CH:39]=[CH:38][C:35]([CH:36]=O)=[CH:34][CH:33]=1.C(O[BH-](OC(=O)C)OC(=O)C)(=O)C.[Na+].C(=O)(O)[O-].[Na+]. The yield is 0.840. (3) The reactants are [N+:1]([C:4]1[CH:27]=[CH:26][C:7]([CH2:8][O:9][C:10]([C:12]2[N:13]=[C:14]([N:17]3[CH2:20][CH:19](OS(C)(=O)=O)[CH2:18]3)[S:15][CH:16]=2)=[O:11])=[CH:6][CH:5]=1)([O-:3])=[O:2].[C:28]([O-:31])(=[S:30])[CH3:29].[K+]. The catalyst is CN(C)C=O. The product is [C:28]([S:30][CH:19]1[CH2:20][N:17]([C:14]2[S:15][CH:16]=[C:12]([C:10]([O:9][CH2:8][C:7]3[CH:26]=[CH:27][C:4]([N+:1]([O-:3])=[O:2])=[CH:5][CH:6]=3)=[O:11])[N:13]=2)[CH2:18]1)(=[O:31])[CH3:29]. The yield is 0.110. (4) The reactants are C(OC([NH:8][CH2:9][CH:10]1[CH2:15][CH2:14][N:13]([C:16]2[N:20]([CH3:21])[N:19]=[CH:18][C:17]=2[NH:22][C:23]([C:25]2[N:26]=[C:27](Br)[S:28][C:29]=2[NH:30]C(=O)OC(C)(C)C)=[O:24])[CH2:12][CH2:11]1)=O)CCC.[CH:39]1(/[CH:45]=[CH:46]/B(O)O)[CH2:44][CH2:43][CH2:42][CH2:41][CH2:40]1. No catalyst specified. The product is [NH2:30][C:29]1[S:28][C:27](/[CH:46]=[CH:45]/[CH:39]2[CH2:44][CH2:43][CH2:42][CH2:41][CH2:40]2)=[N:26][C:25]=1[C:23]([NH:22][C:17]1[CH:18]=[N:19][N:20]([CH3:21])[C:16]=1[N:13]1[CH2:12][CH2:11][CH:10]([CH2:9][NH2:8])[CH2:15][CH2:14]1)=[O:24]. The yield is 0.200. (5) The reactants are C(NC(C)C)(C)C.[Li+].CCC[CH2-].[N:13]1([C:24]([O:26][C:27]([CH3:30])([CH3:29])[CH3:28])=[O:25])[CH2:18][CH2:17][CH2:16][CH:15]([C:19]([O:21][CH2:22][CH3:23])=[O:20])[CH2:14]1.[I:31][CH2:32]I. The catalyst is C1COCC1. The product is [I:31][CH2:32][C:15]1([C:19]([O:21][CH2:22][CH3:23])=[O:20])[CH2:16][CH2:17][CH2:18][N:13]([C:24]([O:26][C:27]([CH3:29])([CH3:28])[CH3:30])=[O:25])[CH2:14]1. The yield is 0.740. (6) The yield is 0.330. The product is [CH2:46]([N:53]1[CH2:58][CH2:57][N:56]([C:23]2[CH:22]=[CH:21][C:20]([NH:19][C:14]3[N:13]=[C:12]([NH:11][C:5]4[CH:6]=[CH:7][C:8]5[O:9][CH2:10][CH2:1][O:2][C:3]=5[CH:4]=4)[C:17]([F:18])=[CH:16][N:15]=3)=[CH:25][CH:24]=2)[CH2:55][CH2:54]1)[C:47]1[CH:48]=[CH:49][CH:50]=[CH:51][CH:52]=1. The reactants are [CH2:1]1[CH2:10][O:9][C:8]2[CH:7]=[CH:6][C:5]([NH:11][C:12]3[C:17]([F:18])=[CH:16][N:15]=[C:14]([NH:19][C:20]4[CH:25]=[CH:24][CH:23]=[C:22](O)[CH:21]=4)[N:13]=3)=[CH:4][C:3]=2[O:2]1.ClC1N=C(NC2C=CC3OCCOC=3C=2)C(F)=CN=1.[CH2:46]([N:53]1[CH2:58][CH2:57][N:56](C2C=CC(N)=CC=2)[CH2:55][CH2:54]1)[C:47]1[CH:52]=[CH:51][CH:50]=[CH:49][CH:48]=1. No catalyst specified. (7) The reactants are [CH3:1][O:2][C:3]1[C:4](=[O:25])[C:5]([CH3:24])=[C:6]([CH2:12][C:13]2[CH:18]=[CH:17][CH:16]=[CH:15][C:14]=2[CH:19]=[CH:20][C:21]([OH:23])=O)[C:7](=[O:11])[C:8]=1[O:9][CH3:10].[NH:26]1[CH2:31][CH2:30][S:29][CH2:28][CH2:27]1. No catalyst specified. The product is [CH3:1][O:2][C:3]1[C:4](=[O:25])[C:5]([CH3:24])=[C:6]([CH2:12][C:13]2[CH:18]=[CH:17][CH:16]=[CH:15][C:14]=2[CH:19]=[CH:20][C:21]([N:26]2[CH2:31][CH2:30][S:29][CH2:28][CH2:27]2)=[O:23])[C:7](=[O:11])[C:8]=1[O:9][CH3:10]. The yield is 0.400. (8) The reactants are [CH2:1]([O:8][C:9]1[CH:13]=[C:12]([CH2:14][C:15]#N)[N:11]([CH3:17])[N:10]=1)[C:2]1[CH:7]=[CH:6][CH:5]=[CH:4][CH:3]=1.[OH-:18].[Na+].Cl.[C:21](=O)([O-])[O-:22].[K+].[K+].CI.[Cl-].[NH4+]. The catalyst is CN(C)C=O.CO.O1CCCC1. The product is [CH2:1]([O:8][C:9]1[CH:13]=[C:12]([CH2:14][C:15]([O:22][CH3:21])=[O:18])[N:11]([CH3:17])[N:10]=1)[C:2]1[CH:7]=[CH:6][CH:5]=[CH:4][CH:3]=1. The yield is 0.280.